From a dataset of Full USPTO retrosynthesis dataset with 1.9M reactions from patents (1976-2016). Predict the reactants needed to synthesize the given product. (1) Given the product [Br:44][C:41]1[CH:42]=[CH:43][C:38]([NH:37][C:29]([NH:20][C:19]2[CH:21]=[CH:22][C:16]([O:15][C:6]3[C:5]4[C:10](=[CH:11][C:12]([O:13][CH3:14])=[C:3]([O:2][CH3:1])[CH:4]=4)[N:9]=[CH:8][CH:7]=3)=[C:17]([CH3:24])[C:18]=2[CH3:23])=[O:35])=[N:39][CH:40]=1, predict the reactants needed to synthesize it. The reactants are: [CH3:1][O:2][C:3]1[CH:4]=[C:5]2[C:10](=[CH:11][C:12]=1[O:13][CH3:14])[N:9]=[CH:8][CH:7]=[C:6]2[O:15][C:16]1[CH:22]=[CH:21][C:19]([NH2:20])=[C:18]([CH3:23])[C:17]=1[CH3:24].ClC(Cl)(O[C:29](=[O:35])OC(Cl)(Cl)Cl)Cl.[NH2:37][C:38]1[CH:43]=[CH:42][C:41]([Br:44])=[CH:40][N:39]=1.CO. (2) Given the product [Cl:16][C:17]1[CH:18]=[C:19]([N:23]2[CH:4]=[C:3]([NH:6][C:7](=[O:14])[C:8]3[CH:13]=[CH:12][CH:11]=[CH:10][CH:9]=3)[CH:2]=[N:24]2)[CH:20]=[CH:21][CH:22]=1, predict the reactants needed to synthesize it. The reactants are: O=[CH:2][CH:3]([NH:6][C:7](=[O:14])[C:8]1[CH:13]=[CH:12][CH:11]=[CH:10][CH:9]=1)[CH:4]=O.Cl.[Cl:16][C:17]1[CH:18]=[C:19]([NH:23][NH2:24])[CH:20]=[CH:21][CH:22]=1.Cl. (3) Given the product [CH3:34][N:33]1[CH2:35][CH2:36][C:10]2([C:9]3[C:4](=[CH:5][CH:6]=[C:7]([NH:11][C:12](=[O:18])[O:13][C:14]([CH3:15])([CH3:17])[CH3:16])[CH:8]=3)[NH:3][C:2]2=[O:1])[CH2:31][CH2:32]1, predict the reactants needed to synthesize it. The reactants are: [O:1]=[C:2]1[CH2:10][C:9]2[C:4](=[CH:5][CH:6]=[C:7]([NH:11][C:12](=[O:18])[O:13][C:14]([CH3:17])([CH3:16])[CH3:15])[CH:8]=2)[NH:3]1.C[Si](C)(C)[N-][Si](C)(C)C.[Na+].Cl.Cl[CH2:31][CH2:32][N:33]([CH2:35][CH2:36]Cl)[CH3:34]. (4) Given the product [CH3:31][C:30]1[CH:33]=[CH:32][C:27]([C:24]2[CH:25]=[CH:26][C:21]([CH2:20][C@H:19]([NH:18][C:16]([C@H:13]3[CH2:12][CH2:11][C@H:10]([CH2:9][NH:8][C:6](=[O:7])[O:5][C:1]([CH3:3])([CH3:2])[CH3:4])[CH2:15][CH2:14]3)=[O:17])[C:37](=[O:50])[NH:38][C:39]3[CH:44]=[CH:43][C:42]([C:45]4[N:46]=[N:47][NH:48][N:49]=4)=[CH:41][CH:40]=3)=[CH:22][CH:23]=2)=[CH:28][C:29]=1[C:34]([N:51]1[CH2:56][CH2:55][O:54][CH2:53][CH2:52]1)=[O:36], predict the reactants needed to synthesize it. The reactants are: [C:1]([O:5][C:6]([NH:8][CH2:9][C@H:10]1[CH2:15][CH2:14][C@H:13]([C:16]([NH:18][C@H:19]([C:37](=[O:50])[NH:38][C:39]2[CH:44]=[CH:43][C:42]([C:45]3[N:46]=[N:47][NH:48][N:49]=3)=[CH:41][CH:40]=2)[CH2:20][C:21]2[CH:26]=[CH:25][C:24]([C:27]3[C:32]([CH3:33])=[CH:31][CH:30]=[C:29]([C:34]([OH:36])=O)[CH:28]=3)=[CH:23][CH:22]=2)=[O:17])[CH2:12][CH2:11]1)=[O:7])([CH3:4])([CH3:3])[CH3:2].[NH:51]1[CH2:56][CH2:55][O:54][CH2:53][CH2:52]1.C(N(CC)C(C)C)(C)C.F[P-](F)(F)(F)(F)F.CN(C(N(C)C)=[N+]1C2C(=NC=CC=2)[N+]([O-])=N1)C.